Dataset: TCR-epitope binding with 47,182 pairs between 192 epitopes and 23,139 TCRs. Task: Binary Classification. Given a T-cell receptor sequence (or CDR3 region) and an epitope sequence, predict whether binding occurs between them. (1) The epitope is KRWIIMGLNK. The TCR CDR3 sequence is CASSYSAVYEQYF. Result: 0 (the TCR does not bind to the epitope). (2) The epitope is HTDFSSEIIGY. The TCR CDR3 sequence is CASSPTDRIYNEQFF. Result: 0 (the TCR does not bind to the epitope). (3) The epitope is KLMNIQQKL. The TCR CDR3 sequence is CASSHGGLAEYNEQFF. Result: 0 (the TCR does not bind to the epitope). (4) Result: 0 (the TCR does not bind to the epitope). The epitope is ATVVIGTSK. The TCR CDR3 sequence is CSAIYSPLMAEAFF. (5) The epitope is TPGPGVRYPL. The TCR CDR3 sequence is CASSPTGGGYEQYF. Result: 0 (the TCR does not bind to the epitope).